This data is from Full USPTO retrosynthesis dataset with 1.9M reactions from patents (1976-2016). The task is: Predict the reactants needed to synthesize the given product. (1) The reactants are: [CH3:1][C:2]([S:9]([CH3:12])(=[O:11])=[O:10])([CH2:5][CH2:6][CH:7]=[CH2:8])[C:3]#[N:4].CCCCCCC.[F:20][C:21]1[CH:26]=[CH:25][C:24]([N+:27]([O-:29])=[O:28])=[CH:23][C:22]=1/[C:30](=[N:32]/[S@@:33]([C:35]([CH3:38])([CH3:37])[CH3:36])=[O:34])/[CH3:31]. Given the product [C:3]([C:2]([S:9]([CH2:12][C@:30]([NH:32][S@@:33]([C:35]([CH3:36])([CH3:38])[CH3:37])=[O:34])([C:22]1[CH:23]=[C:24]([N+:27]([O-:29])=[O:28])[CH:25]=[CH:26][C:21]=1[F:20])[CH3:31])(=[O:10])=[O:11])([CH2:5][CH2:6][CH:7]=[CH2:8])[CH3:1])#[N:4], predict the reactants needed to synthesize it. (2) Given the product [C:1]1([C:9]2[CH:14]=[CH:13][CH:12]=[CH:11][CH:10]=2)[CH:6]=[CH:5][CH:4]=[C:3]([CH2:7][NH:8][C:20](=[O:22])[CH3:21])[CH:2]=1, predict the reactants needed to synthesize it. The reactants are: [C:1]1([C:9]2[CH:14]=[CH:13][CH:12]=[CH:11][CH:10]=2)[CH:6]=[CH:5][CH:4]=[C:3]([CH2:7][NH2:8])[CH:2]=1.C([O-])(O)=O.[Na+].[C:20](Cl)(=[O:22])[CH3:21]. (3) Given the product [F:26][C:2]([F:1])([F:25])[C:3]1[C:11]2[CH2:10][CH2:9][CH2:8][CH2:7][C:6]=2[N:5]([CH2:12][CH2:13][O:14][C:15]2[CH:16]=[CH:17][C:18]([C:19]([OH:21])=[O:20])=[CH:23][CH:24]=2)[N:4]=1, predict the reactants needed to synthesize it. The reactants are: [F:1][C:2]([F:26])([F:25])[C:3]1[C:11]2[CH2:10][CH2:9][CH2:8][CH2:7][C:6]=2[N:5]([CH2:12][CH2:13][O:14][C:15]2[CH:24]=[CH:23][C:18]([C:19]([O:21]C)=[O:20])=[CH:17][CH:16]=2)[N:4]=1.[OH-].[Na+].Cl.O. (4) Given the product [ClH:45].[NH2:8][C@@H:9]1[CH2:14][CH2:13][CH2:12][N:11]([C:15]2[CH:20]=[CH:19][N:18]=[C:17]3[NH:21][CH:22]=[C:23]([NH:24][C:25](=[O:29])[CH:26]([CH3:27])[CH3:28])[C:16]=23)[CH2:10]1, predict the reactants needed to synthesize it. The reactants are: C(OC([NH:8][C@@H:9]1[CH2:14][CH2:13][CH2:12][N:11]([C:15]2[CH:20]=[CH:19][N:18]=[C:17]3[N:21](C(OC(C)(C)C)=O)[CH:22]=[C:23]([NH:24][C:25](=[O:29])[CH:26]([CH3:28])[CH3:27])[C:16]=23)[CH2:10]1)=O)(C)(C)C.C(O)(C(F)(F)F)=O.C(Cl)[Cl:45]. (5) Given the product [CH3:25][O:26][C:27]1[CH:35]=[CH:34][C:30]([C:31]([C:2]2[C:3]3[C:24]4[C:19]5[C:18](=[CH:17][CH:16]=[C:15]6[C:20]=5[C:21]5[C:12](=[CH:11][CH:10]=[C:9]7[C:22]=5[C:23]=4[C:6](=[CH:5][CH:4]=3)[CH:7]=[CH:8]7)[CH:13]=[CH:14]6)[CH:1]=2)=[O:32])=[CH:29][CH:28]=1, predict the reactants needed to synthesize it. The reactants are: [CH:1]1[C:18]2[C:19]3[C:24]4[C:3](=[CH:4][CH:5]=[C:6]5[C:23]=4[C:22]4[C:9](=[CH:10][CH:11]=[C:12]6[C:21]=4[C:20]=3[C:15](=[CH:16][CH:17]=2)[CH:14]=[CH:13]6)[CH:8]=[CH:7]5)[CH:2]=1.[CH3:25][O:26][C:27]1[CH:35]=[CH:34][C:30]([C:31](Cl)=[O:32])=[CH:29][CH:28]=1.ClCCCl.[Cl-].[Al+3].[Cl-].[Cl-]. (6) Given the product [N:8]1([C:6]2[N:7]=[C:2]([C:19]3[N:23]4[CH:24]=[CH:25][C:26]([C:28]([F:29])([F:30])[F:31])=[N:27][C:22]4=[N:21][CH:20]=3)[CH:3]=[CH:4][CH:5]=2)[CH2:13][CH2:12][O:11][CH2:10][CH2:9]1, predict the reactants needed to synthesize it. The reactants are: Br[C:2]1[N:7]=[C:6]([N:8]2[CH2:13][CH2:12][O:11][CH2:10][CH2:9]2)[CH:5]=[CH:4][CH:3]=1.C([Sn](CCCC)(CCCC)[C:19]1[N:23]2[CH:24]=[CH:25][C:26]([C:28]([F:31])([F:30])[F:29])=[N:27][C:22]2=[N:21][CH:20]=1)CCC. (7) The reactants are: Br[C:2]1[CH:3]=[C:4]([CH:28]=[CH:29][CH:30]=1)[CH2:5][N:6]1[C:10]([CH3:11])=[CH:9][C:8]([C:12]2[O:16][N:15]=[C:14]([C:17]3[CH:22]=[CH:21][C:20]([S:23][C:24]([F:27])([F:26])[F:25])=[CH:19][CH:18]=3)[N:13]=2)=[N:7]1.[Si]([O:48][CH:49]1[CH2:54][CH2:53][NH:52][CH2:51][CH2:50]1)(C(C)(C)C)(C1C=CC=CC=1)C1C=CC=CC=1.C1(P(C2CCCCC2)C2C=CC=CC=2C2C(C(C)C)=CC(C(C)C)=CC=2C(C)C)CCCCC1.CC(C)([O-])C.[Na+]. Given the product [CH3:11][C:10]1[N:6]([CH2:5][C:4]2[CH:3]=[C:2]([N:52]3[CH2:53][CH2:54][CH:49]([OH:48])[CH2:50][CH2:51]3)[CH:30]=[CH:29][CH:28]=2)[N:7]=[C:8]([C:12]2[O:16][N:15]=[C:14]([C:17]3[CH:22]=[CH:21][C:20]([S:23][C:24]([F:27])([F:26])[F:25])=[CH:19][CH:18]=3)[N:13]=2)[CH:9]=1, predict the reactants needed to synthesize it. (8) Given the product [CH:19]([C:9]1[N:10]=[C:11]2[C:16]([C:17]#[N:18])=[CH:15][CH:14]=[CH:13][N:12]2[C:8]=1[C:4]1[CH:5]=[CH:6][CH:7]=[C:2]([O:1][C:27]2[CH:28]=[CH:23][CH:24]=[C:25]([S:29]([CH:32]([CH3:34])[CH3:33])(=[O:30])=[O:31])[CH:26]=2)[CH:3]=1)([CH3:21])[CH3:20], predict the reactants needed to synthesize it. The reactants are: [OH:1][C:2]1[CH:3]=[C:4]([C:8]2[N:12]3[CH:13]=[CH:14][CH:15]=[C:16]([C:17]#[N:18])[C:11]3=[N:10][C:9]=2[CH:19]([CH3:21])[CH3:20])[CH:5]=[CH:6][CH:7]=1.Br[C:23]1[CH:28]=[CH:27][CH:26]=[C:25]([S:29]([CH:32]([CH3:34])[CH3:33])(=[O:31])=[O:30])[CH:24]=1. (9) Given the product [CH3:33][C:32]1[CH:31]=[C:30]([CH3:34])[NH:29][C:28](=[O:35])[C:27]=1[CH2:26][NH:25][C:7](=[O:8])[C:6]1[CH:10]=[CH:11][CH:12]=[C:4]([N:3]([CH2:1][CH3:2])[CH:14]2[CH2:19][CH2:18][C:17]([O:21][CH3:22])([CH3:20])[CH2:16][CH2:15]2)[C:5]=1[CH3:13], predict the reactants needed to synthesize it. The reactants are: [CH2:1]([N:3]([CH:14]1[CH2:19][CH2:18][C:17]([O:21][CH3:22])([CH3:20])[CH2:16][CH2:15]1)[C:4]1[C:5]([CH3:13])=[C:6]([CH:10]=[CH:11][CH:12]=1)[C:7]([O-])=[O:8])[CH3:2].[OH-].[Na+].[NH2:25][CH2:26][C:27]1[C:28](=[O:35])[NH:29][C:30]([CH3:34])=[CH:31][C:32]=1[CH3:33].C1CN([P+](ON2N=NC3C=CC=CC2=3)(N2CCCC2)N2CCCC2)CC1.F[P-](F)(F)(F)(F)F.C(N(CC)CC)C. (10) Given the product [C:5]([Br:3])(=[O:14])[CH2:6][CH2:7][CH2:8][CH2:9][CH2:10][CH2:11][CH3:12], predict the reactants needed to synthesize it. The reactants are: S(Br)([Br:3])=O.[C:5]([OH:14])(=O)[CH2:6][CH2:7][CH2:8][CH2:9][CH2:10][CH2:11][CH3:12].